Dataset: Forward reaction prediction with 1.9M reactions from USPTO patents (1976-2016). Task: Predict the product of the given reaction. (1) Given the reactants C([O:3][C:4](=O)[C:5]([O:10][CH2:11][C:12]([C:27]1[CH:32]=[C:31]([Br:33])[CH:30]=[CH:29][C:28]=1[F:34])([NH:14][S:15]([C:18]1[CH:23]=[CH:22][CH:21]=[CH:20][C:19]=1[N+:24]([O-:26])=[O:25])(=[O:17])=[O:16])[CH3:13])([CH2:8][F:9])[CH2:6][F:7])C.[NH3:36], predict the reaction product. The product is: [Br:33][C:31]1[CH:30]=[CH:29][C:28]([F:34])=[C:27]([C:12]([NH:14][S:15]([C:18]2[CH:23]=[CH:22][CH:21]=[CH:20][C:19]=2[N+:24]([O-:26])=[O:25])(=[O:16])=[O:17])([CH3:13])[CH2:11][O:10][C:5]([CH2:8][F:9])([CH2:6][F:7])[C:4]([NH2:36])=[O:3])[CH:32]=1. (2) Given the reactants [CH3:1][O:2][C:3]1[C:4]([NH2:18])=[CH:5][C:6]2[CH2:12][CH2:11][N:10]([CH2:13][CH2:14][O:15][CH3:16])[CH2:9][CH2:8][C:7]=2[CH:17]=1.Cl[C:20]1[N:25]=[C:24]([NH:26][C:27]2[CH:32]=[CH:31][CH:30]=[CH:29][C:28]=2[N:33]2[CH:37]=[CH:36][CH:35]=[N:34]2)[C:23]([Cl:38])=[CH:22][N:21]=1, predict the reaction product. The product is: [Cl:38][C:23]1[C:24]([NH:26][C:27]2[CH:32]=[CH:31][CH:30]=[CH:29][C:28]=2[N:33]2[CH:37]=[CH:36][CH:35]=[N:34]2)=[N:25][C:20]([NH:18][C:4]2[C:3]([O:2][CH3:1])=[CH:17][C:7]3[CH2:8][CH2:9][N:10]([CH2:13][CH2:14][O:15][CH3:16])[CH2:11][CH2:12][C:6]=3[CH:5]=2)=[N:21][CH:22]=1. (3) The product is: [F:1][C:2]1[CH:7]=[CH:6][C:5]([NH:8][C:9]([C:11]2([C:14]([NH:16][C:17]3[CH:22]=[CH:21][C:20]([O:23][C:24]4[N:32]=[CH:31][N:30]=[C:29]5[C:25]=4[N:26]=[CH:27][NH:28]5)=[CH:19][CH:18]=3)=[O:15])[CH2:13][CH2:12]2)=[O:10])=[CH:4][CH:3]=1. Given the reactants [F:1][C:2]1[CH:7]=[CH:6][C:5]([NH:8][C:9]([C:11]2([C:14]([NH:16][C:17]3[CH:22]=[CH:21][C:20]([O:23][C:24]4[N:32]=[CH:31][N:30]=[C:29]5[C:25]=4[N:26]=[CH:27][N:28]5C4CCCCO4)=[CH:19][CH:18]=3)=[O:15])[CH2:13][CH2:12]2)=[O:10])=[CH:4][CH:3]=1.Cl, predict the reaction product. (4) Given the reactants Cl[C:2]1[N:7]=[CH:6][C:5]([C:8]2([OH:11])[CH2:10][CH2:9]2)=[CH:4][CH:3]=1.C(=[NH:25])(C1C=CC=CC=1)C1C=CC=CC=1.CC1(C)C2C(=C(P(C3C=CC=CC=3)C3C=CC=CC=3)C=CC=2)OC2C(P(C3C=CC=CC=3)C3C=CC=CC=3)=CC=CC1=2.C(=O)([O-])[O-].[Cs+].[Cs+], predict the reaction product. The product is: [NH2:25][C:2]1[N:7]=[CH:6][C:5]([C:8]2([OH:11])[CH2:10][CH2:9]2)=[CH:4][CH:3]=1. (5) Given the reactants C[O:2][C:3]([C:5]1[CH:6]=[C:7]2[C:12](=[CH:13][CH:14]=1)[N:11]=[CH:10][CH:9]=[CH:8]2)=O.[H-].[H-].[H-].[H-].[Li+].[Al+3].CC(C)=O.[O-]S([O-])(=O)=O.[Mg+2], predict the reaction product. The product is: [N:11]1[C:12]2[C:7](=[CH:6][C:5]([CH2:3][OH:2])=[CH:14][CH:13]=2)[CH:8]=[CH:9][CH:10]=1. (6) The product is: [NH2:1][CH2:2][CH2:3][O:4][CH2:5][CH2:6][N:7]1[C:19]2[C:18]3[CH2:17][CH2:16][CH2:15][CH2:14][C:13]=3[N:12]=[C:11]([NH2:20])[C:10]=2[N:9]=[C:8]1[CH2:21][CH2:22][O:23][CH3:24]. Given the reactants [NH2:1][CH2:2][CH2:3][O:4][CH2:5][CH2:6][N:7]1[C:19]2[C:18]3[CH:17]=[CH:16][CH:15]=[CH:14][C:13]=3[N:12]=[C:11]([NH2:20])[C:10]=2[N:9]=[C:8]1[CH2:21][CH2:22][O:23][CH3:24].[OH-].[Na+], predict the reaction product. (7) Given the reactants [Cl:1][C:2]1[C:3]([I:13])=[C:4]([C:8]([O:10][CH2:11][CH3:12])=[O:9])[NH:5][C:6]=1[CH3:7].[C:14]([O:18][C:19](O[C:19]([O:18][C:14]([CH3:17])([CH3:16])[CH3:15])=[O:20])=[O:20])([CH3:17])([CH3:16])[CH3:15].CCN(CC)CC, predict the reaction product. The product is: [Cl:1][C:2]1[C:3]([I:13])=[C:4]([C:8]([O:10][CH2:11][CH3:12])=[O:9])[N:5]([C:19]([O:18][C:14]([CH3:17])([CH3:16])[CH3:15])=[O:20])[C:6]=1[CH3:7]. (8) Given the reactants [F:1][C:2]1([F:23])[CH2:7][CH2:6][NH:5][CH:4]([C:8]2[CH:13]=[CH:12][C:11]([C:14]([F:17])([F:16])[F:15])=[CH:10][CH:9]=2)[CH:3]1[CH2:18][C:19]([O:21][CH3:22])=[O:20].[F:24][C:25]([F:31])([F:30])[CH2:26][CH2:27][CH:28]=O.[CH3:32][C:33]([CH3:37])([CH3:36])[C:34]#[CH:35], predict the reaction product. The product is: [CH3:32][C:33]([CH3:37])([CH3:36])[C:34]#[C:35][C@@H:28]([N:5]1[CH2:6][CH2:7][C:2]([F:1])([F:23])[C@H:3]([CH2:18][C:19]([O:21][CH3:22])=[O:20])[C@H:4]1[C:8]1[CH:13]=[CH:12][C:11]([C:14]([F:17])([F:16])[F:15])=[CH:10][CH:9]=1)[CH2:27][CH2:26][C:25]([F:31])([F:30])[F:24]. (9) Given the reactants [C:1](OC(=O)C)(=[O:3])[CH3:2].[OH:8][C:9]1[CH:14]=[CH:13][C:12]([C:15]2[CH:20]=[CH:19][CH:18]=[CH:17][CH:16]=2)=[CH:11][C:10]=1[CH2:21][CH3:22].N1C=CC=CC=1, predict the reaction product. The product is: [C:1]([O:8][C:9]1[CH:14]=[CH:13][C:12]([C:15]2[CH:20]=[CH:19][CH:18]=[CH:17][CH:16]=2)=[CH:11][C:10]=1[CH2:21][CH3:22])(=[O:3])[CH3:2]. (10) Given the reactants [OH:1][CH:2]1[C:11]2[C:6](=[N:7][C:8]([C:19]3[CH:24]=[CH:23][C:22]([CH3:25])=[CH:21][CH:20]=3)=[C:9]([C:12]3[CH:17]=[CH:16][C:15]([CH3:18])=[CH:14][CH:13]=3)[N:10]=2)[N:5]([CH2:26][CH2:27][CH2:28][CH2:29][CH2:30][CH2:31][C:32]([OH:34])=O)[CH2:4][CH2:3]1.[C:35]1([CH2:41][S:42]([NH2:45])(=[O:44])=[O:43])[CH:40]=[CH:39][CH:38]=[CH:37][CH:36]=1, predict the reaction product. The product is: [CH2:41]([S:42]([NH:45][C:32](=[O:34])[CH2:31][CH2:30][CH2:29][CH2:28][CH2:27][CH2:26][N:5]1[C:6]2[C:11](=[N:10][C:9]([C:12]3[CH:17]=[CH:16][C:15]([CH3:18])=[CH:14][CH:13]=3)=[C:8]([C:19]3[CH:20]=[CH:21][C:22]([CH3:25])=[CH:23][CH:24]=3)[N:7]=2)[CH:2]([OH:1])[CH2:3][CH2:4]1)(=[O:44])=[O:43])[C:35]1[CH:40]=[CH:39][CH:38]=[CH:37][CH:36]=1.